The task is: Binary Classification. Given a T-cell receptor sequence (or CDR3 region) and an epitope sequence, predict whether binding occurs between them.. This data is from TCR-epitope binding with 47,182 pairs between 192 epitopes and 23,139 TCRs. (1) The epitope is TLVPQEHYV. The TCR CDR3 sequence is CAYGGPYEQYF. Result: 0 (the TCR does not bind to the epitope). (2) The epitope is VLAWLYAAV. The TCR CDR3 sequence is CASSHPTGTLGEQYF. Result: 1 (the TCR binds to the epitope).